Dataset: Acute oral toxicity (LD50) regression data from Zhu et al.. Task: Regression/Classification. Given a drug SMILES string, predict its toxicity properties. Task type varies by dataset: regression for continuous values (e.g., LD50, hERG inhibition percentage) or binary classification for toxic/non-toxic outcomes (e.g., AMES mutagenicity, cardiotoxicity, hepatotoxicity). Dataset: ld50_zhu. The drug is COc1ccc(C(=O)NCc2cccnc2)cc1C(=O)NCc1cccnc1. The rat oral LD50 is 2.10, given as -log10 of the dose in mol/kg body weight (higher means more acutely toxic).